The task is: Predict the product of the given reaction.. This data is from Forward reaction prediction with 1.9M reactions from USPTO patents (1976-2016). (1) Given the reactants Br.Br[CH:3]([C:13]1[CH:14]=[C:15]2[C:20](=[CH:21][CH:22]=1)[N:19]=[CH:18][CH:17]=[CH:16]2)[C:4]([C:6]1[CH:11]=[CH:10][CH:9]=[C:8]([CH3:12])[N:7]=1)=O.[NH2:23][C:24]([NH2:26])=[S:25].C(=O)([O-])[O-].[K+].[K+], predict the reaction product. The product is: [CH3:12][C:8]1[N:7]=[C:6]([C:4]2[N:23]=[C:24]([NH2:26])[S:25][C:3]=2[C:13]2[CH:14]=[C:15]3[C:20](=[CH:21][CH:22]=2)[N:19]=[CH:18][CH:17]=[CH:16]3)[CH:11]=[CH:10][CH:9]=1. (2) Given the reactants [F:1][C:2]1[CH:3]=[C:4]2[C:9](=[CH:10][CH:11]=1)[N:8]=[CH:7][CH:6]=[C:5]2[O:12][C:13]1[CH:18]=[CH:17][C:16]([CH:19]([CH3:23])[C:20]([OH:22])=O)=[C:15]([O:24][CH3:25])[CH:14]=1.[NH2:26][C:27]1[CH:28]=[N:29][N:30]([CH2:32][CH3:33])[CH:31]=1, predict the reaction product. The product is: [CH2:32]([N:30]1[CH:31]=[C:27]([NH:26][C:20](=[O:22])[CH:19]([C:16]2[CH:17]=[CH:18][C:13]([O:12][C:5]3[C:4]4[C:9](=[CH:10][CH:11]=[C:2]([F:1])[CH:3]=4)[N:8]=[CH:7][CH:6]=3)=[CH:14][C:15]=2[O:24][CH3:25])[CH3:23])[CH:28]=[N:29]1)[CH3:33]. (3) Given the reactants [O:1]([C:8]1[CH:13]=[CH:12][CH:11]=[CH:10][C:9]=1[NH:14][S:15]([C:18]1[CH:26]=[CH:25][C:21]([C:22](O)=[O:23])=[CH:20][CH:19]=1)(=[O:17])=[O:16])[C:2]1[CH:7]=[CH:6][CH:5]=[CH:4][CH:3]=1.[CH3:27][O:28][C:29](=[O:40])[C@H:30]([NH2:39])[CH2:31][C:32]1[CH:37]=[CH:36][C:35]([OH:38])=[CH:34][CH:33]=1, predict the reaction product. The product is: [CH3:27][O:28][C:29](=[O:40])[C@H:30]([NH:39][C:22](=[O:23])[C:21]1[CH:20]=[CH:19][C:18]([S:15](=[O:16])(=[O:17])[NH:14][C:9]2[CH:10]=[CH:11][CH:12]=[CH:13][C:8]=2[O:1][C:2]2[CH:7]=[CH:6][CH:5]=[CH:4][CH:3]=2)=[CH:26][CH:25]=1)[CH2:31][C:32]1[CH:37]=[CH:36][C:35]([OH:38])=[CH:34][CH:33]=1. (4) Given the reactants [Cl:1][C:2]1[CH:11]=[CH:10][C:5]([C:6](=[N:8][OH:9])[NH2:7])=[CH:4][CH:3]=1.[Br:12][C:13]1[CH:17]=[CH:16][O:15][C:14]=1[C:18](Cl)=O, predict the reaction product. The product is: [Br:12][C:13]1[CH:17]=[CH:16][O:15][C:14]=1[C:18]1[O:9][N:8]=[C:6]([C:5]2[CH:10]=[CH:11][C:2]([Cl:1])=[CH:3][CH:4]=2)[N:7]=1. (5) Given the reactants [CH3:1][C:2]1[NH:3][CH:4]=[C:5]([C:7]#[C:8][C:9]2[CH:10]=[C:11]([CH:14]=[CH:15][CH:16]=2)[C:12]#[N:13])[N:6]=1.Cl.Cl[CH2:19][C:20]1[CH:25]=[CH:24][CH:23]=[C:22]([CH3:26])[N:21]=1, predict the reaction product. The product is: [CH3:1][C:2]1[N:3]([CH2:19][C:20]2[CH:25]=[CH:24][CH:23]=[C:22]([CH3:26])[N:21]=2)[CH:4]=[C:5]([C:7]#[C:8][C:9]2[CH:10]=[C:11]([CH:14]=[CH:15][CH:16]=2)[C:12]#[N:13])[N:6]=1. (6) Given the reactants [CH3:1][CH:2]([CH3:17])[C@@H:3]([NH:6][C:7]1[CH:12]=[CH:11][C:10]([C:13]([F:16])([F:15])[F:14])=[CH:9][CH:8]=1)[CH2:4][OH:5].[C:18]1(O)[CH:23]=[CH:22][CH:21]=[CH:20][CH:19]=1.C1(P(C2C=CC=CC=2)C2C=CC=CC=2)C=CC=CC=1.N(C(OC(C)C)=O)=NC(OC(C)C)=O, predict the reaction product. The product is: [CH3:1][CH:2]([CH3:17])[C@@H:3]([NH:6][C:7]1[CH:12]=[CH:11][C:10]([C:13]([F:14])([F:15])[F:16])=[CH:9][CH:8]=1)[CH2:4][O:5][C:18]1[CH:23]=[CH:22][CH:21]=[CH:20][CH:19]=1. (7) Given the reactants [CH3:1][O:2][C:3](=[O:26])[CH2:4][C@H:5]1[C:9]2[CH:10]=[CH:11][C:12]([O:14][C@H:15]3[C:23]4[C:18](=[C:19]([OH:25])[CH:20]=[CH:21][C:22]=4[F:24])[CH2:17][CH2:16]3)=[CH:13][C:8]=2[O:7][CH2:6]1.[CH3:27][C:28]1[CH:33]=[CH:32][CH:31]=[CH:30][C:29]=1B(O)O, predict the reaction product. The product is: [CH3:1][O:2][C:3](=[O:26])[CH2:4][C@H:5]1[C:9]2[CH:10]=[CH:11][C:12]([O:14][C@H:15]3[C:23]4[C:18](=[C:19]([O:25][C:29]5[CH:30]=[CH:31][CH:32]=[CH:33][C:28]=5[CH3:27])[CH:20]=[CH:21][C:22]=4[F:24])[CH2:17][CH2:16]3)=[CH:13][C:8]=2[O:7][CH2:6]1. (8) Given the reactants [C:1]([NH:4][CH2:5][CH2:6][CH2:7][CH2:8][CH2:9][C:10]([O:12][CH3:13])=[O:11])(=O)[CH3:2].[BH4-].[Na+].[C:16](O)(=O)C.O, predict the reaction product. The product is: [CH2:1]([NH:4][CH2:5][CH2:6][CH2:7][CH2:8][CH2:9][C:10]([O:12][CH2:13][CH3:16])=[O:11])[CH3:2].